From a dataset of Catalyst prediction with 721,799 reactions and 888 catalyst types from USPTO. Predict which catalyst facilitates the given reaction. (1) Reactant: [NH:1]1[CH:5]=[C:4]([C:6]([O:8][CH2:9][CH3:10])=[O:7])[CH:3]=[N:2]1.[H-].[Na+].[C:13](Cl)([C:26]1[CH:31]=[CH:30][CH:29]=[CH:28][CH:27]=1)([C:20]1[CH:25]=[CH:24][CH:23]=[CH:22][CH:21]=1)[C:14]1[CH:19]=[CH:18][CH:17]=[CH:16][CH:15]=1. Product: [C:13]([N:1]1[CH:5]=[C:4]([C:6]([O:8][CH2:9][CH3:10])=[O:7])[CH:3]=[N:2]1)([C:14]1[CH:19]=[CH:18][CH:17]=[CH:16][CH:15]=1)([C:26]1[CH:27]=[CH:28][CH:29]=[CH:30][CH:31]=1)[C:20]1[CH:21]=[CH:22][CH:23]=[CH:24][CH:25]=1. The catalyst class is: 3. (2) Reactant: [S-:1][C:2]#[N:3].[Na+].BrBr.[NH2:7][C:8]1[C:15]([O:16][CH3:17])=[CH:14][CH:13]=[CH:12][C:9]=1[C:10]#[N:11]. Product: [NH2:7][C:8]1[C:15]([O:16][CH3:17])=[CH:14][C:13]([S:1][C:2]#[N:3])=[CH:12][C:9]=1[C:10]#[N:11]. The catalyst class is: 5. (3) Reactant: [OH:1][C:2]([CH3:35])([CH3:34])[CH2:3][C@@:4]1([C:28]2[CH:33]=[CH:32][CH:31]=[CH:30][CH:29]=2)[O:9][C:8](=[O:10])[N:7]([C@H:11]([C:13]2[CH:18]=[CH:17][C:16](B3OC(C)(C)C(C)(C)O3)=[CH:15][CH:14]=2)[CH3:12])[CH2:6][CH2:5]1.[OH:36][CH2:37][CH2:38][N:39]1[CH:44]=[CH:43][C:42](I)=[CH:41][C:40]1=[O:46].C([O-])([O-])=O.[Cs+].[Cs+]. Product: [OH:1][C:2]([CH3:34])([CH3:35])[CH2:3][C@@:4]1([C:28]2[CH:33]=[CH:32][CH:31]=[CH:30][CH:29]=2)[O:9][C:8](=[O:10])[N:7]([C@H:11]([C:13]2[CH:18]=[CH:17][C:16]([C:42]3[CH:43]=[CH:44][N:39]([CH2:38][CH2:37][OH:36])[C:40](=[O:46])[CH:41]=3)=[CH:15][CH:14]=2)[CH3:12])[CH2:6][CH2:5]1. The catalyst class is: 184. (4) Reactant: [CH2:1]([O:3][C:4]([N:6]1[C:14]2[C:9](=[CH:10][C:11]([C:15]3[N:16]([CH3:24])[N:17]=[C:18]([C:20]([F:23])([F:22])[F:21])[CH:19]=3)=[CH:12][CH:13]=2)[CH:8]=[C:7]1[O:25]C(OCC)=O)=[O:5])[CH3:2].O. The catalyst class is: 3. Product: [CH2:1]([O:3][C:4]([N:6]1[C:14]2[C:9](=[CH:10][C:11]([C:15]3[N:16]([CH3:24])[N:17]=[C:18]([C:20]([F:22])([F:23])[F:21])[CH:19]=3)=[CH:12][CH:13]=2)[CH2:8][C:7]1=[O:25])=[O:5])[CH3:2]. (5) Reactant: [CH2:1]([O:4][CH2:5][C@H:6]1[O:10][N:9]=[C:8]([C:11]2[CH:16]=[CH:15][C:14]([Br:17])=[CH:13][N:12]=2)[CH2:7]1)[CH:2]=[CH2:3].ClC1C=CC=C(C(OO)=[O:26])C=1. Product: [Br:17][C:14]1[CH:15]=[CH:16][C:11]([C:8]2[CH2:7][C@@H:6]([CH2:5][O:4][CH2:1][CH:2]3[CH2:3][O:26]3)[O:10][N:9]=2)=[N:12][CH:13]=1. The catalyst class is: 96. (6) The catalyst class is: 2. Reactant: [NH2:1][CH2:2][CH:3]1[C:7]2[CH:8]=[C:9]([C:12]3[C:20]4[C:15](=[CH:16][C:17]([F:21])=[CH:18][CH:19]=4)[NH:14][CH:13]=3)[CH:10]=[CH:11][C:6]=2[S:5](=[O:23])(=[O:22])[N:4]1[C:24]([CH3:27])([CH3:26])[CH3:25].C(N(CC)C(C)C)(C)C.[C:37](Cl)(=[O:40])[O:38][CH3:39]. Product: [C:24]([N:4]1[CH:3]([CH2:2][NH:1][C:37](=[O:40])[O:38][CH3:39])[C:7]2[CH:8]=[C:9]([C:12]3[C:20]4[C:15](=[CH:16][C:17]([F:21])=[CH:18][CH:19]=4)[NH:14][CH:13]=3)[CH:10]=[CH:11][C:6]=2[S:5]1(=[O:23])=[O:22])([CH3:27])([CH3:26])[CH3:25]. (7) Reactant: [CH2:1]([O:8][C:9]([NH:11][C@@H:12]([C:16]1[CH:21]=[CH:20][CH:19]=[CH:18][CH:17]=1)[C:13]([OH:15])=O)=[O:10])[C:2]1[CH:7]=[CH:6][CH:5]=[CH:4][CH:3]=1.[CH3:22][O:23][CH2:24][CH2:25][O:26][CH2:27][CH2:28][O:29][CH2:30][CH2:31][O:32][C@H:33]1[CH2:37][CH2:36][NH:35][CH2:34]1.C(N(C(C)C)CC)(C)C.F[B-](F)(F)F.N1(OC(N(C)C)=[N+](C)C)C2C=CC=CC=2N=N1. Product: [CH3:22][O:23][CH2:24][CH2:25][O:26][CH2:27][CH2:28][O:29][CH2:30][CH2:31][O:32][C@H:33]1[CH2:37][CH2:36][N:35]([C:13](=[O:15])[C@@H:12]([NH:11][C:9](=[O:10])[O:8][CH2:1][C:2]2[CH:3]=[CH:4][CH:5]=[CH:6][CH:7]=2)[C:16]2[CH:21]=[CH:20][CH:19]=[CH:18][CH:17]=2)[CH2:34]1. The catalyst class is: 10. (8) Reactant: [F:1][C:2]1[CH:3]=[C:4]([CH2:8][CH:9]([CH:23]([O:37]C(=O)C)[CH2:24][CH:25]([C:32]2[NH:33][CH:34]=[CH:35][N:36]=2)[CH2:26][CH2:27][C:28]([OH:31])([CH3:30])[CH3:29])[NH:10][C:11]([C:13]2[CH:22]=[N:21][C:20]3[C:15](=[CH:16][CH:17]=[CH:18][CH:19]=3)[N:14]=2)=[O:12])[CH:5]=[CH:6][CH:7]=1.C(=O)([O-])[O-].[K+].[K+]. Product: [F:1][C:2]1[CH:3]=[C:4]([CH:5]=[CH:6][CH:7]=1)[CH2:8][CH:9]([NH:10][C:11]([C:13]1[CH:22]=[N:21][C:20]2[C:15](=[CH:16][CH:17]=[CH:18][CH:19]=2)[N:14]=1)=[O:12])[CH:23]([OH:37])[CH2:24][CH:25]([C:32]1[NH:33][CH:34]=[CH:35][N:36]=1)[CH2:26][CH2:27][C:28]([OH:31])([CH3:30])[CH3:29]. The catalyst class is: 5.